The task is: Predict the product of the given reaction.. This data is from Forward reaction prediction with 1.9M reactions from USPTO patents (1976-2016). (1) Given the reactants C[O:2][C:3]([C:5]1[C:10]([CH3:11])=[CH:9][C:8]([C:12]#[N:13])=[CH:7][N:6]=1)=O.[NH3:14], predict the reaction product. The product is: [C:12]([C:8]1[CH:9]=[C:10]([CH3:11])[C:5]([C:3]([NH2:14])=[O:2])=[N:6][CH:7]=1)#[N:13]. (2) Given the reactants Cl[C:2]1[C:7]([CH2:8][CH3:9])=[C:6]([O:10][CH3:11])[N:5]=[C:4]([O:12][CH3:13])[N:3]=1.[Cl:14][C:15]1[CH:16]=[C:17]([CH2:22][C:23]#[N:24])[CH:18]=[C:19]([Cl:21])[CH:20]=1.[H-].[Na+].[Cl-].[NH4+], predict the reaction product. The product is: [Cl:14][C:15]1[CH:16]=[C:17]([CH:22]([C:2]2[C:7]([CH2:8][CH3:9])=[C:6]([O:10][CH3:11])[N:5]=[C:4]([O:12][CH3:13])[N:3]=2)[C:23]#[N:24])[CH:18]=[C:19]([Cl:21])[CH:20]=1. (3) Given the reactants [F:1][C:2]1[C:7]([F:8])=[CH:6][CH:5]=[CH:4][C:3]=1[C:9]1[N:17]=[C:12]2[CH:13]=[N:14][NH:15][CH:16]=[C:11]2[N:10]=1.Cl[CH2:19][C:20]1[O:24][N:23]=[C:22]([C:25]2[CH:30]=[CH:29][C:28]([CH3:31])=[CH:27][CH:26]=2)[CH:21]=1, predict the reaction product. The product is: [F:1][C:2]1[C:7]([F:8])=[CH:6][CH:5]=[CH:4][C:3]=1[C:9]1[N:17]=[C:12]2[CH:13]=[N:14][N:15]([CH2:19][C:20]3[O:24][N:23]=[C:22]([C:25]4[CH:30]=[CH:29][C:28]([CH3:31])=[CH:27][CH:26]=4)[CH:21]=3)[CH:16]=[C:11]2[N:10]=1. (4) Given the reactants [CH2:1]([NH:3][CH2:4][CH2:5][OH:6])[CH3:2].[CH3:7][N:8]1[C:20]2[CH2:19][CH2:18][CH:17]([CH:21]3[CH2:26][CH2:25][O:24][CH2:23][CH2:22]3)[CH2:16][C:15]=2[C:14]2[C:9]1=[CH:10][CH:11]=[C:12]([C:27](O)=[O:28])[CH:13]=2.CCN(C(C)C)C(C)C.CN(C(ON1N=NC2C=CC=NC1=2)=[N+](C)C)C.F[P-](F)(F)(F)(F)F, predict the reaction product. The product is: [CH2:1]([N:3]([CH2:4][CH2:5][OH:6])[C:27]([C:12]1[CH:13]=[C:14]2[C:9](=[CH:10][CH:11]=1)[N:8]([CH3:7])[C:20]1[CH2:19][CH2:18][CH:17]([CH:21]3[CH2:26][CH2:25][O:24][CH2:23][CH2:22]3)[CH2:16][C:15]2=1)=[O:28])[CH3:2].